This data is from Full USPTO retrosynthesis dataset with 1.9M reactions from patents (1976-2016). The task is: Predict the reactants needed to synthesize the given product. (1) Given the product [CH:8]1([O:13][C:14]2[CH:15]=[C:16]([C@H:22]3[CH2:27][NH:26][C:25](=[O:35])[C@@H:24]([CH2:36][C:37]4[CH:38]=[N:39][CH:40]=[CH:41][CH:42]=4)[CH2:23]3)[CH:17]=[CH:18][C:19]=2[O:20][CH3:21])[CH2:9][CH2:10][CH2:11][CH2:12]1.[CH:8]1([O:13][C:14]2[CH:15]=[C:16]([C@H:22]3[CH2:27][NH:26][C:25](=[O:35])[C@H:24]([CH2:36][C:37]4[CH:38]=[N:39][CH:40]=[CH:41][CH:42]=4)[CH2:23]3)[CH:17]=[CH:18][C:19]=2[O:20][CH3:21])[CH2:9][CH2:10][CH2:11][CH2:12]1, predict the reactants needed to synthesize it. The reactants are: FC(F)(F)C(O)=O.[CH:8]1([O:13][C:14]2[CH:15]=[C:16]([C@H:22]3[CH2:27][N:26](C(OC(C)(C)C)=O)[C:25](=[O:35])[CH:24]([CH2:36][C:37]4[CH:38]=[N:39][CH:40]=[CH:41][CH:42]=4)[CH2:23]3)[CH:17]=[CH:18][C:19]=2[O:20][CH3:21])[CH2:12][CH2:11][CH2:10][CH2:9]1. (2) Given the product [CH:8]1([CH:6]([OH:7])[CH:5]([N:11]([CH2:12][C:13]2[CH:18]=[CH:17][CH:16]=[CH:15][CH:14]=2)[CH2:19][C:20]2[CH:25]=[CH:24][CH:23]=[CH:22][CH:21]=2)[C:4]([OH:26])=[O:3])[CH2:10][CH2:9]1, predict the reactants needed to synthesize it. The reactants are: C([O:3][C:4](=[O:26])[CH:5]([N:11]([CH2:19][C:20]1[CH:25]=[CH:24][CH:23]=[CH:22][CH:21]=1)[CH2:12][C:13]1[CH:18]=[CH:17][CH:16]=[CH:15][CH:14]=1)[CH:6]([CH:8]1[CH2:10][CH2:9]1)[OH:7])C.O.[OH-].[Li+]. (3) Given the product [C:15]([CH2:14][NH:1][C:2]1[CH:3]=[C:4]([CH:9]=[CH:10][C:11]=1[CH2:12][CH3:13])[C:5]([O:7][CH3:8])=[O:6])#[N:16], predict the reactants needed to synthesize it. The reactants are: [NH2:1][C:2]1[CH:3]=[C:4]([CH:9]=[CH:10][C:11]=1[CH2:12][CH3:13])[C:5]([O:7][CH3:8])=[O:6].[CH3:14][CH2:15][N:16](C(C)C)C(C)C.BrCC#N. (4) Given the product [CH3:28][C:27]([CH3:30])([CH3:29])[C:26](=[O:31])[CH2:25][N:13]1[C:14]2[C:19](=[CH:18][CH:17]=[C:16]([O:21][CH3:22])[CH:15]=2)[N:20]=[C:11]([C:8]2[CH:7]=[CH:6][C:5]([CH2:4][CH2:3][CH2:2][OH:1])=[CH:10][CH:9]=2)[C:12]1=[O:23], predict the reactants needed to synthesize it. The reactants are: [OH:1][CH2:2][CH2:3][CH2:4][C:5]1[CH:10]=[CH:9][C:8]([C:11]2[C:12](=[O:23])[NH:13][C:14]3[C:19]([N:20]=2)=[CH:18][CH:17]=[C:16]([O:21][CH3:22])[CH:15]=3)=[CH:7][CH:6]=1.Br[CH2:25][C:26](=[O:31])[C:27]([CH3:30])([CH3:29])[CH3:28]. (5) Given the product [Br:1][C:2]1[CH:7]=[CH:6][C:5]([C:8]([F:9])([F:10])[F:11])=[CH:4][C:3]=1[S:12]([CH:13]1[CH2:18][CH2:17][O:16][CH:15]([C:19]2[CH:20]=[CH:21][C:22]([Cl:25])=[CH:23][CH:24]=2)[CH2:14]1)(=[O:30])=[O:35], predict the reactants needed to synthesize it. The reactants are: [Br:1][C:2]1[CH:7]=[CH:6][C:5]([C:8]([F:11])([F:10])[F:9])=[CH:4][C:3]=1[S:12][CH:13]1[CH2:18][CH2:17][O:16][CH:15]([C:19]2[CH:24]=[CH:23][C:22]([Cl:25])=[CH:21][CH:20]=2)[CH2:14]1.CC#N.I([O-])(=O)(=O)=[O:30].[Na+].[OH2:35]. (6) The reactants are: [C:1]([O:5][C:6]([N:8]1[CH2:13][CH2:12][CH:11]([NH:14][C:15]2[CH:20]=[CH:19][CH:18]=[CH:17][C:16]=2[Br:21])[CH2:10][CH2:9]1)=[O:7])([CH3:4])([CH3:3])[CH3:2].[H-].[Na+].[CH3:24]I. Given the product [C:1]([O:5][C:6]([N:8]1[CH2:13][CH2:12][CH:11]([N:14]([C:15]2[CH:20]=[CH:19][CH:18]=[CH:17][C:16]=2[Br:21])[CH3:24])[CH2:10][CH2:9]1)=[O:7])([CH3:4])([CH3:2])[CH3:3], predict the reactants needed to synthesize it. (7) The reactants are: [Cl:1][C:2]1[CH:3]=[N:4][C:5]([N:8]2[CH2:13][CH2:12][CH:11]([NH:14][CH:15]3[CH2:17][CH2:16]3)[CH2:10][CH2:9]2)=[N:6][CH:7]=1.[F:18][C:19]1[CH:20]=[C:21]([CH:25]=[CH:26][C:27]=1[N:28]1[C:32]([CH3:33])=[N:31][N:30]=[N:29]1)[C:22](O)=[O:23]. Given the product [Cl:1][C:2]1[CH:3]=[N:4][C:5]([N:8]2[CH2:13][CH2:12][CH:11]([N:14]([CH:15]3[CH2:17][CH2:16]3)[C:22](=[O:23])[C:21]3[CH:25]=[CH:26][C:27]([N:28]4[C:32]([CH3:33])=[N:31][N:30]=[N:29]4)=[C:19]([F:18])[CH:20]=3)[CH2:10][CH2:9]2)=[N:6][CH:7]=1, predict the reactants needed to synthesize it. (8) Given the product [NH2:1][C:2]1[N:6]([CH:7]2[CH2:12][CH2:11][S:17][CH2:9][CH2:8]2)[N:5]=[CH:4][C:3]=1[C:15]#[N:16], predict the reactants needed to synthesize it. The reactants are: [NH2:1][C:2]1[N:6]([C:7]2[CH:12]=[CH:11]C=[CH:9][C:8]=2OC)[N:5]=[CH:4][C:3]=1[C:15]#[N:16].[S:17]1CCC(NN)CC1. (9) Given the product [CH2:11]([O:12][C:13](=[O:14])[CH2:15][C:3]([C:5]1[O:6][CH:7]=[CH:8][CH:9]=1)=[O:4])[CH3:10], predict the reactants needed to synthesize it. The reactants are: CO[C:3]([C:5]1[O:6][CH:7]=[CH:8][CH:9]=1)=[O:4].[CH3:10][CH2:11][O:12][C:13]([CH3:15])=[O:14].C1C=CC=CC=1. (10) Given the product [F:8][C:9]1[CH:10]=[CH:11][C:12](=[N:15][S:16]([C:19]2[CH:24]=[CH:23][C:22]([CH3:25])=[CH:21][CH:20]=2)(=[O:18])=[O:17])[N:13]([CH2:27][C:28]([NH2:30])=[O:29])[CH:14]=1, predict the reactants needed to synthesize it. The reactants are: [H-].[Na+].CN(C)C=O.[F:8][C:9]1[CH:10]=[CH:11][C:12]([NH:15][S:16]([C:19]2[CH:24]=[CH:23][C:22]([CH3:25])=[CH:21][CH:20]=2)(=[O:18])=[O:17])=[N:13][CH:14]=1.I[CH2:27][C:28]([NH2:30])=[O:29].